This data is from Peptide-MHC class II binding affinity with 134,281 pairs from IEDB. The task is: Regression. Given a peptide amino acid sequence and an MHC pseudo amino acid sequence, predict their binding affinity value. This is MHC class II binding data. The peptide sequence is SQDLELSCNLNGLQAY. The MHC is DRB1_0802 with pseudo-sequence DRB1_0802. The binding affinity (normalized) is 0.352.